From a dataset of Full USPTO retrosynthesis dataset with 1.9M reactions from patents (1976-2016). Predict the reactants needed to synthesize the given product. (1) Given the product [Cl:1][C:2]1[CH:3]=[C:4]([CH:8]=[CH:9][N:10]=1)[C:5]([NH:11][C:12]1[CH:17]=[CH:16][CH:15]=[CH:14][CH:13]=1)=[O:6], predict the reactants needed to synthesize it. The reactants are: [Cl:1][C:2]1[CH:3]=[C:4]([CH:8]=[CH:9][N:10]=1)[C:5](Cl)=[O:6].[NH2:11][C:12]1[CH:17]=[CH:16][CH:15]=[CH:14][CH:13]=1.CCN(C(C)C)C(C)C.O. (2) Given the product [CH2:1]([N:8]1[C:16]2[C:11](=[CH:12][C:13]([C:17]3[CH:22]=[CH:21][CH:20]=[C:19]([O:23][C:24]([F:25])([F:26])[F:27])[CH:18]=3)=[CH:14][CH:15]=2)[C:10]([C:28](=[O:41])[C:29]([N:31]([CH3:40])[CH2:32][C:33]([OH:35])=[O:34])=[O:30])=[CH:9]1)[C:2]1[CH:3]=[CH:4][CH:5]=[CH:6][CH:7]=1, predict the reactants needed to synthesize it. The reactants are: [CH2:1]([N:8]1[C:16]2[C:11](=[CH:12][C:13]([C:17]3[CH:22]=[CH:21][CH:20]=[C:19]([O:23][C:24]([F:27])([F:26])[F:25])[CH:18]=3)=[CH:14][CH:15]=2)[C:10]([C:28](=[O:41])[C:29]([N:31]([CH3:40])[CH2:32][C:33]([O:35]C(C)(C)C)=[O:34])=[O:30])=[CH:9]1)[C:2]1[CH:7]=[CH:6][CH:5]=[CH:4][CH:3]=1.C(N1C2C(=CC(C3C=CC(OC(F)(F)F)=CC=3)=CC=2)C(C(=O)C(NCC(O)=O)=O)=C1)C1C=CC=CC=1.O.ON1C2C=CC=CC=2N=N1.C(N(CC)CC)C.C1(N=C=NC2CCCCC2)CCCCC1. (3) Given the product [OH:26][NH:28][C:19]([C:17]1[CH:16]=[CH:15][C:13]2[CH2:14][N:8]([CH2:7][C:6]3[CH:24]=[CH:25][C:3]([O:2][CH3:1])=[CH:4][CH:5]=3)[CH2:9][C@@H:10]([CH3:23])[O:11][C:12]=2[CH:18]=1)=[O:20], predict the reactants needed to synthesize it. The reactants are: [CH3:1][O:2][C:3]1[CH:25]=[CH:24][C:6]([CH2:7][N:8]2[CH2:14][C:13]3[CH:15]=[CH:16][C:17]([C:19](OC)=[O:20])=[CH:18][C:12]=3[O:11][C@H:10]([CH3:23])[CH2:9]2)=[CH:5][CH:4]=1.[OH-:26].[Na+].[NH2:28]O.